From a dataset of Reaction yield outcomes from USPTO patents with 853,638 reactions. Predict the reaction yield, written as a fraction of the theoretical maximum amount of product (1.0 means a 100% yield; for example, 0.34 means a 34% yield). (1) The reactants are [CH3:1][Si:2]([CH3:38])([CH3:37])[CH2:3][CH2:4][O:5][C:6]([N:8]1[CH2:13][CH2:12][CH:11]([O:14][C:15]2[S:16][C:17]3[CH:23]=[C:22]([C:24]4[CH2:29][CH2:28][N:27]([C:30]([O:32][C:33]([CH3:36])([CH3:35])[CH3:34])=[O:31])[CH2:26][CH:25]=4)[CH:21]=[CH:20][C:18]=3[N:19]=2)[CH2:10][CH2:9]1)=[O:7]. The catalyst is C(OCC)(=O)C.[Pd]. The product is [CH3:1][Si:2]([CH3:37])([CH3:38])[CH2:3][CH2:4][O:5][C:6]([N:8]1[CH2:13][CH2:12][CH:11]([O:14][C:15]2[S:16][C:17]3[CH:23]=[C:22]([CH:24]4[CH2:29][CH2:28][N:27]([C:30]([O:32][C:33]([CH3:34])([CH3:35])[CH3:36])=[O:31])[CH2:26][CH2:25]4)[CH:21]=[CH:20][C:18]=3[N:19]=2)[CH2:10][CH2:9]1)=[O:7]. The yield is 0.690. (2) The yield is 0.880. The reactants are [OH:1][CH:2]1[CH2:8][CH:7]2[N:9]([C:10]([O:12][CH2:13][C:14]3[CH:19]=[CH:18][CH:17]=[CH:16][CH:15]=3)=[O:11])[CH:3]1[CH2:4][CH:5]([CH2:20][C:21]([O:23][CH3:24])=[O:22])[CH2:6]2.CC(OI1(OC(C)=O)(OC(C)=O)OC(=O)C2C=CC=CC1=2)=O. The catalyst is C(Cl)Cl. The product is [CH3:24][O:23][C:21](=[O:22])[CH2:20][CH:5]1[CH2:4][CH:3]2[N:9]([C:10]([O:12][CH2:13][C:14]3[CH:15]=[CH:16][CH:17]=[CH:18][CH:19]=3)=[O:11])[CH:7]([CH2:8][C:2]2=[O:1])[CH2:6]1. (3) The reactants are Br[C:2]1[N:7]=[C:6](/[CH:8]=[C:9](\[C:31]#[N:32])/[C:10]([NH:12][CH:13]([C:17]2[CH:22]=[CH:21][C:20]([O:23][CH2:24][CH2:25][N:26]([CH2:29][CH3:30])[CH2:27][CH3:28])=[CH:19][CH:18]=2)[CH2:14][CH2:15][CH3:16])=[O:11])[CH:5]=[CH:4][CH:3]=1.[F:33]C1N=C(C=O)C=CC=1. No catalyst specified. The product is [C:31](/[C:9](=[CH:8]\[C:6]1[CH:5]=[CH:4][CH:3]=[C:2]([F:33])[N:7]=1)/[C:10]([NH:12][CH:13]([C:17]1[CH:22]=[CH:21][C:20]([O:23][CH2:24][CH2:25][N:26]([CH2:29][CH3:30])[CH2:27][CH3:28])=[CH:19][CH:18]=1)[CH2:14][CH2:15][CH3:16])=[O:11])#[N:32]. The yield is 0.610. (4) The reactants are Br[C:2]1[C:3]([O:12][CH2:13][CH2:14][CH2:15][N:16]2[C:24]3[C:23]([O:25][CH3:26])=[N:22][C:21]([N:27]4[CH:31]=[C:30]([C:32]([O:34][CH2:35][CH3:36])=[O:33])[CH:29]=[N:28]4)=[N:20][C:19]=3[CH:18]=[N:17]2)=[CH:4][C:5]2[CH2:6][CH2:7][CH2:8][CH2:9][C:10]=2[CH:11]=1.[CH3:37]B1OB(C)OB(C)O1.[F-].[Cs+]. The catalyst is O1CCOCC1. The product is [CH3:26][O:25][C:23]1[C:24]2[N:16]([CH2:15][CH2:14][CH2:13][O:12][C:3]3[C:2]([CH3:37])=[CH:11][C:10]4[CH2:9][CH2:8][CH2:7][CH2:6][C:5]=4[CH:4]=3)[N:17]=[CH:18][C:19]=2[N:20]=[C:21]([N:27]2[CH:31]=[C:30]([C:32]([O:34][CH2:35][CH3:36])=[O:33])[CH:29]=[N:28]2)[N:22]=1. The yield is 0.960. (5) The reactants are Cl[C:2]1[N:3]=[C:4]([NH:11][CH:12]2[CH2:14][CH2:13]2)[C:5]2[O:10][CH:9]=[CH:8][C:6]=2[N:7]=1.[NH2:15][C:16]1[CH:17]=[CH:18][C:19]2[CH2:25][CH2:24][CH2:23][C:22](=[O:26])[NH:21][C:20]=2[CH:27]=1.C([O-])([O-])=O.[K+].[K+].CC(C1C=C(C(C)C)C(C2C=CC=CC=2P(C2CCCCC2)C2CCCCC2)=C(C(C)C)C=1)C. The yield is 0.400. The product is [CH:12]1([NH:11][C:4]2[C:5]3[O:10][CH:9]=[CH:8][C:6]=3[N:7]=[C:2]([NH:15][C:16]3[CH:17]=[CH:18][C:19]4[CH2:25][CH2:24][CH2:23][C:22](=[O:26])[NH:21][C:20]=4[CH:27]=3)[N:3]=2)[CH2:14][CH2:13]1. The catalyst is C1C=CC(/C=C/C(/C=C/C2C=CC=CC=2)=O)=CC=1.C1C=CC(/C=C/C(/C=C/C2C=CC=CC=2)=O)=CC=1.C1C=CC(/C=C/C(/C=C/C2C=CC=CC=2)=O)=CC=1.[Pd].[Pd].CC(O)(C)C. (6) The reactants are Br[C:2]1[C:7](=[O:8])[N:6]([CH2:9][C:10]2[CH:15]=[CH:14][C:13]([C:16]3[C:17]([C:22]#[N:23])=[CH:18][CH:19]=[CH:20][CH:21]=3)=[CH:12][CH:11]=2)[C:5]([CH2:24][CH2:25][CH2:26][CH3:27])=[N:4][C:3]=1[CH:28]1[CH2:30][CH2:29]1.[CH3:31][CH:32]1[CH2:36][C:35]2[CH:37]=[C:38](B(O)O)[CH:39]=[CH:40][C:34]=2[O:33]1.C(=O)([O-])[O-].[Cs+].[Cs+]. The catalyst is O1CCOCC1.C(OCC)(=O)C.C1C=CC(P(C2C=CC=CC=2)[C-]2C=CC=C2)=CC=1.C1C=CC(P(C2C=CC=CC=2)[C-]2C=CC=C2)=CC=1.Cl[Pd]Cl.[Fe+2]. The product is [CH2:24]([C:5]1[N:6]([CH2:9][C:10]2[CH:11]=[CH:12][C:13]([C:16]3[C:17]([C:22]#[N:23])=[CH:18][CH:19]=[CH:20][CH:21]=3)=[CH:14][CH:15]=2)[C:7](=[O:8])[C:2]([C:38]2[CH:39]=[CH:40][C:34]3[O:33][CH:32]([CH3:31])[CH2:36][C:35]=3[CH:37]=2)=[C:3]([CH:28]2[CH2:29][CH2:30]2)[N:4]=1)[CH2:25][CH2:26][CH3:27]. The yield is 0.840. (7) The reactants are [O:1]=[C:2]1[CH2:9][C:6]([CH3:8])([CH3:7])[CH2:5][C:4]([CH3:10])=[CH:3]1.Br[CH2:12][CH2:13][CH2:14][CH3:15].[OH-].[K+].O. The catalyst is CN1CCCC1=O.C(OCC)(=O)C. The product is [CH2:12]([C:3]1[C:2](=[O:1])[CH2:9][C:6]([CH3:8])([CH3:7])[CH2:5][C:4]=1[CH3:10])[CH2:13][CH2:14][CH3:15]. The yield is 0.449. (8) The reactants are [OH-].[Na+].[OH:3][C:4]1[CH:14]=[CH:13][C:7]([CH:8]=[CH:9][C:10]([OH:12])=[O:11])=[CH:6][CH:5]=1.Br[CH2:16][CH2:17][C:18]1[CH:23]=[CH:22][CH:21]=[CH:20][CH:19]=1.Cl. The catalyst is C(O)C.O. The product is [CH2:16]([O:3][C:4]1[CH:5]=[CH:6][C:7]([CH:8]=[CH:9][C:10]([OH:12])=[O:11])=[CH:13][CH:14]=1)[CH2:17][C:18]1[CH:23]=[CH:22][CH:21]=[CH:20][CH:19]=1. The yield is 0.668.